Dataset: Reaction yield outcomes from USPTO patents with 853,638 reactions. Task: Predict the reaction yield, written as a fraction of the theoretical maximum amount of product (1.0 means a 100% yield; for example, 0.34 means a 34% yield). (1) The reactants are [Si](OC(C)=O)(C)(C)C.[B-](F)(F)(F)F.[B-](F)(F)(F)F.C1[N+]2(CCl)CC[N+](F)(CC2)C1.[I:30][C:31]1[CH:32]=[C:33]([CH:42]=[CH:43][CH:44]=1)[CH2:34][N:35]1[C:39](=[O:40])[CH:38]=[CH:37][C:36]1=[O:41].[CH3:45][O:46][C:47]1[CH:52]=[CH:51][C:50]([B-](F)(F)F)=[CH:49][CH:48]=1.[K+].[Si]([O:62][S:63]([C:66]([F:69])([F:68])[F:67])(=[O:65])=[O:64])(C)(C)C. The catalyst is CC#N. The product is [O-:65][S:63]([C:66]([F:69])([F:68])[F:67])(=[O:64])=[O:62].[O:41]=[C:36]1[CH:37]=[CH:38][C:39](=[O:40])[N:35]1[CH2:34][C:33]1[CH:32]=[C:31]([I+:30][C:50]2[CH:51]=[CH:52][C:47]([O:46][CH3:45])=[CH:48][CH:49]=2)[CH:44]=[CH:43][CH:42]=1. The yield is 0.470. (2) The reactants are [C:1]([NH:4][CH:5]([C:11]([O:13][CH2:14][CH3:15])=[O:12])[C:6]([O:8][CH2:9][CH3:10])=[O:7])(=[O:3])[CH3:2].[Na].[CH:17](=[O:26])[CH:18]=[CH:19][C:20]1[CH:25]=[CH:24][CH:23]=[CH:22][CH:21]=1.C(O)(=O)C. The catalyst is C(O)C. The product is [C:1]([N:4]1[CH:17]([OH:26])[CH2:18][CH:19]([C:20]2[CH:25]=[CH:24][CH:23]=[CH:22][CH:21]=2)[C:5]1([C:11]([O:13][CH2:14][CH3:15])=[O:12])[C:6]([O:8][CH2:9][CH3:10])=[O:7])(=[O:3])[CH3:2]. The yield is 0.960. (3) The reactants are [F:1][C:2]1[CH:25]=[CH:24][CH:23]=[C:22]([O:26][CH3:27])[C:3]=1[O:4][C:5]1[CH:10]=[CH:9][C:8]([CH:11]=O)=[CH:7][C:6]=1[NH:13][C:14]([NH:16][C:17]1[S:18][CH:19]=[CH:20][N:21]=1)=[O:15].[NH:28]1[CH2:33][CH2:32][O:31][CH2:30][CH2:29]1. No catalyst specified. The product is [F:1][C:2]1[CH:25]=[CH:24][CH:23]=[C:22]([O:26][CH3:27])[C:3]=1[O:4][C:5]1[CH:10]=[CH:9][C:8]([CH2:11][N:28]2[CH2:33][CH2:32][O:31][CH2:30][CH2:29]2)=[CH:7][C:6]=1[NH:13][C:14]([NH:16][C:17]1[S:18][CH:19]=[CH:20][N:21]=1)=[O:15]. The yield is 0.780. (4) The reactants are [Cl:1][C:2]1[CH:3]=[C:4]2[C:8](=[CH:9][CH:10]=1)[NH:7][C:6](=[O:11])[CH2:5]2.C[Si](C)(C)N[Si](C)(C)C.[Na].[NH2:22][C:23]1[CH:24]=[C:25]2[C:30](=[CH:31][CH:32]=1)[C:28](=O)[O:27][CH2:26]2. The catalyst is C(COC)OC.CN(C=O)C. The product is [NH2:22][C:23]1[CH:24]=[C:25]2[C:30](=[CH:31][CH:32]=1)[C:28](=[C:5]1[C:4]3[C:8](=[CH:9][CH:10]=[C:2]([Cl:1])[CH:3]=3)[NH:7][C:6]1=[O:11])[O:27][CH2:26]2. The yield is 0.310. (5) The reactants are [CH:1]1[CH:6]=[CH:5][C:4]([C:7]2[C:12]([N:13]=[C:14]=[O:15])=[CH:11][CH:10]=[CH:9][CH:8]=2)=[CH:3][CH:2]=1.[C:16]([C:20]1[CH:27]=[CH:26][C:23]([CH2:24][NH2:25])=[CH:22][CH:21]=1)([CH3:19])([CH3:18])[CH3:17].[C:28](Cl)(=[O:33])[CH2:29][C:30](Cl)=[O:31]. The catalyst is ClCCl. The product is [C:7]1([C:4]2[CH:3]=[CH:2][CH:1]=[CH:6][CH:5]=2)[CH:8]=[CH:9][CH:10]=[CH:11][C:12]=1[N:13]1[C:30](=[O:31])[CH2:29][C:28](=[O:33])[N:25]([CH2:24][C:23]2[CH:22]=[CH:21][C:20]([C:16]([CH3:19])([CH3:17])[CH3:18])=[CH:27][CH:26]=2)[C:14]1=[O:15]. The yield is 0.870. (6) The reactants are [CH2:1]([NH:5][C:6]1[CH:7]=[C:8]([OH:12])[CH:9]=[CH:10][CH:11]=1)[CH2:2][CH2:3][CH3:4].Br[CH2:14][CH2:15][OH:16].C([O-])(O)=O.[Na+]. The catalyst is CO. The product is [CH2:1]([N:5]([C:6]1[CH:7]=[C:8]([OH:12])[CH:9]=[CH:10][CH:11]=1)[CH2:14][CH2:15][OH:16])[CH2:2][CH2:3][CH3:4]. The yield is 0.540. (7) The reactants are Cl[CH2:2][C:3]1[CH:28]=[CH:27][C:6]([C:7]([NH:9][C:10]2[S:11][C:12]3[C:18]([N:19]4[CH2:24][CH2:23][O:22][CH2:21][CH2:20]4)=[CH:17][CH:16]=[C:15]([O:25][CH3:26])[C:13]=3[N:14]=2)=[O:8])=[CH:5][CH:4]=1.[CH3:29][NH:30][CH2:31][CH2:32][O:33][C:34](=[O:45])[C:35]1[CH:40]=[CH:39][C:38]([O:41][CH3:42])=[C:37]([O:43][CH3:44])[CH:36]=1.C(N(C(C)C)C(C)C)C. No catalyst specified. The product is [CH3:26][O:25][C:15]1[C:13]2[N:14]=[C:10]([NH:9][C:7]([C:6]3[CH:5]=[CH:4][C:3]([CH2:2][N:30]([CH3:29])[CH2:31][CH2:32][O:33][C:34](=[O:45])[C:35]4[CH:40]=[CH:39][C:38]([O:41][CH3:42])=[C:37]([O:43][CH3:44])[CH:36]=4)=[CH:28][CH:27]=3)=[O:8])[S:11][C:12]=2[C:18]([N:19]2[CH2:24][CH2:23][O:22][CH2:21][CH2:20]2)=[CH:17][CH:16]=1. The yield is 0.570.